This data is from Forward reaction prediction with 1.9M reactions from USPTO patents (1976-2016). The task is: Predict the product of the given reaction. (1) Given the reactants [CH2:1]([N:3]([S:16]([C:19]1[S:20][CH:21]=[CH:22][CH:23]=1)(=[O:18])=[O:17])[C:4]1[CH:5]=[CH:6][CH:7]=[C:8]2[C:12]=1[NH:11][C:10]([C:13](=[S:15])[NH2:14])=[CH:9]2)[CH3:2].Br[CH:25]([CH:28]=O)[CH:26]=[O:27].CN(C)C(=O)C, predict the reaction product. The product is: [CH2:1]([N:3]([C:4]1[CH:5]=[CH:6][CH:7]=[C:8]2[C:12]=1[NH:11][C:10]([C:13]1[S:15][C:25]([CH2:26][OH:27])=[CH:28][N:14]=1)=[CH:9]2)[S:16]([C:19]1[S:20][CH:21]=[CH:22][CH:23]=1)(=[O:17])=[O:18])[CH3:2]. (2) Given the reactants C(OC(=O)[NH:7][C:8]1[CH:13]=[CH:12][C:11]([CH2:14][N:15]2[CH2:20][CH2:19][N:18]([CH2:21][C:22]3[CH:27]=[CH:26][C:25]([O:28][CH3:29])=[CH:24][CH:23]=3)[CH2:17][C:16]2([CH3:31])[CH3:30])=[CH:10][N:9]=1)(C)(C)C.Cl, predict the reaction product. The product is: [CH3:29][O:28][C:25]1[CH:24]=[CH:23][C:22]([CH2:21][N:18]2[CH2:19][CH2:20][N:15]([CH2:14][C:11]3[CH:12]=[CH:13][C:8]([NH2:7])=[N:9][CH:10]=3)[C:16]([CH3:31])([CH3:30])[CH2:17]2)=[CH:27][CH:26]=1.